This data is from Catalyst prediction with 721,799 reactions and 888 catalyst types from USPTO. The task is: Predict which catalyst facilitates the given reaction. (1) Reactant: [O:1]1[C:5]2[CH:6]=[CH:7][CH:8]=[CH:9][C:4]=2[C:3]([N:10]2[CH2:15][CH2:14][N:13]([CH2:16][CH2:17][C:18]3[CH:19]=[C:20]4[C:24](=[CH:25][CH:26]=3)[C:23]([CH3:28])([CH3:27])[CH:22]([OH:29])[C:21]4([CH3:31])[CH3:30])[CH2:12][CH2:11]2)=[N:2]1.[CH3:32][S:33](O)(=[O:35])=[O:34]. Product: [CH3:32][S:33]([O:29][CH:22]1[C:21]([CH3:31])([CH3:30])[C:20]2[C:24](=[CH:25][CH:26]=[C:18]([CH2:17][CH2:16][N:13]3[CH2:14][CH2:15][N:10]([C:3]4[C:4]5[CH:9]=[CH:8][CH:7]=[CH:6][C:5]=5[O:1][N:2]=4)[CH2:11][CH2:12]3)[CH:19]=2)[C:23]1([CH3:27])[CH3:28])(=[O:35])=[O:34]. The catalyst class is: 13. (2) Reactant: [F:1][CH:2]([F:38])[C:3]1[CH:7]=[C:6]([CH:8]([F:10])[F:9])[N:5]([CH2:11][C:12]([N:14]2[CH2:19][CH2:18][CH:17]([C:20]3[S:21][CH:22]=[C:23]([C:25]4[CH2:29][CH:28]([C:30]5[C:35]([OH:36])=[CH:34][CH:33]=[CH:32][C:31]=5[Cl:37])[O:27][N:26]=4)[N:24]=3)[CH2:16][CH2:15]2)=[O:13])[N:4]=1.C(=O)([O-])[O-].[K+].[K+].Br[CH2:46][CH2:47][O:48][CH3:49].[I-].[K+]. Product: [F:38][CH:2]([F:1])[C:3]1[CH:7]=[C:6]([CH:8]([F:10])[F:9])[N:5]([CH2:11][C:12]([N:14]2[CH2:19][CH2:18][CH:17]([C:20]3[S:21][CH:22]=[C:23]([C:25]4[CH2:29][CH:28]([C:30]5[C:35]([O:36][CH2:46][CH2:47][O:48][CH3:49])=[CH:34][CH:33]=[CH:32][C:31]=5[Cl:37])[O:27][N:26]=4)[N:24]=3)[CH2:16][CH2:15]2)=[O:13])[N:4]=1. The catalyst class is: 35. (3) Reactant: [CH2:1]([N:5]1[C:14](=[O:15])[C:13]2[NH:12][CH:11]=[N:10][C:9]=2[N:8]([CH2:16][CH2:17][CH2:18][CH3:19])[C:6]1=[O:7])[CH2:2][CH2:3][CH3:4].C1C(=O)N([I:27])C(=O)C1. Product: [CH2:1]([N:5]1[C:14](=[O:15])[C:13]2[NH:12][C:11]([I:27])=[N:10][C:9]=2[N:8]([CH2:16][CH2:17][CH2:18][CH3:19])[C:6]1=[O:7])[CH2:2][CH2:3][CH3:4]. The catalyst class is: 3.